This data is from Catalyst prediction with 721,799 reactions and 888 catalyst types from USPTO. The task is: Predict which catalyst facilitates the given reaction. (1) Reactant: CO.[NH3:3].Cl[C:5]1[C:6]2[C:13]([I:14])=[CH:12][N:11]([CH2:15][O:16][CH2:17][CH2:18][Si:19]([CH3:22])([CH3:21])[CH3:20])[C:7]=2[N:8]=[CH:9][N:10]=1. Product: [I:14][C:13]1[C:6]2[C:5]([NH2:3])=[N:10][CH:9]=[N:8][C:7]=2[N:11]([CH2:15][O:16][CH2:17][CH2:18][Si:19]([CH3:22])([CH3:21])[CH3:20])[CH:12]=1. The catalyst class is: 24. (2) Reactant: [CH:1]([N:4]1[C:9](=[O:10])[CH:8]=[CH:7][C:6]([CH2:11][C:12](=[O:19])[C:13]2[CH:18]=[CH:17][CH:16]=[CH:15][CH:14]=2)=[N:5]1)([CH3:3])[CH3:2].S(Cl)([Cl:23])(=O)=O.O.CCOC(C)=O. Product: [Cl:23][CH:11]([C:6]1[CH:7]=[CH:8][C:9](=[O:10])[N:4]([CH:1]([CH3:3])[CH3:2])[N:5]=1)[C:12](=[O:19])[C:13]1[CH:14]=[CH:15][CH:16]=[CH:17][CH:18]=1. The catalyst class is: 2. (3) Reactant: [N+:1]([C:4]1[CH:9]=[CH:8][C:7]([OH:10])=[CH:6][CH:5]=1)([O-:3])=[O:2].C([O-])([O-])=O.[K+].[K+].[I-].[Na+].Cl[CH:20]([CH3:25])[C:21]([O:23][CH3:24])=[O:22]. Product: [CH3:24][O:23][C:21](=[O:22])[CH:20]([O:10][C:7]1[CH:8]=[CH:9][C:4]([N+:1]([O-:3])=[O:2])=[CH:5][CH:6]=1)[CH3:25]. The catalyst class is: 21. (4) Reactant: [NH:1]1[CH:5]=[C:4]([C:6]([O:8][CH3:9])=[O:7])[N:3]=[N:2]1.C(=O)([O-])[O-].[K+].[K+].I[CH2:17][CH2:18][CH3:19]. Product: [CH2:17]([N:2]1[N:3]=[C:4]([C:6]([O:8][CH3:9])=[O:7])[CH:5]=[N:1]1)[CH2:18][CH3:19].[CH2:17]([N:1]1[CH:5]=[C:4]([C:6]([O:8][CH3:9])=[O:7])[N:3]=[N:2]1)[CH2:18][CH3:19]. The catalyst class is: 3. (5) Reactant: [CH2:1]([C:3]([C:21]1[CH:26]=[CH:25][C:24]([OH:27])=[C:23]([CH3:28])[CH:22]=1)([C:6]1[CH:11]=[CH:10][C:9](/[CH:12]=[CH:13]/[C:14]([CH2:18][CH3:19])([OH:17])[CH2:15][CH3:16])=[C:8]([CH3:20])[CH:7]=1)[CH2:4][CH3:5])[CH3:2].Br[CH2:30][CH2:31][CH2:32][CH2:33][C:34]#[N:35].C([O-])([O-])=O.[K+].[K+].O. Product: [CH2:1]([C:3]([C:21]1[CH:26]=[CH:25][C:24]([O:27][CH2:30][CH2:31][CH2:32][CH2:33][C:34]#[N:35])=[C:23]([CH3:28])[CH:22]=1)([C:6]1[CH:11]=[CH:10][C:9](/[CH:12]=[CH:13]/[C:14]([CH2:15][CH3:16])([OH:17])[CH2:18][CH3:19])=[C:8]([CH3:20])[CH:7]=1)[CH2:4][CH3:5])[CH3:2]. The catalyst class is: 3.